This data is from Drug-target binding data from BindingDB using Ki measurements. The task is: Regression. Given a target protein amino acid sequence and a drug SMILES string, predict the binding affinity score between them. We predict pKi (pKi = -log10(Ki in M); higher means stronger inhibition). Dataset: bindingdb_ki. (1) The drug is N=C(N)NCCC[C@H](NC(=O)C1CC2CCCCC2N1C(=O)[C@H]1Cc2ccccc2CN1C(=O)[C@H](CO)NC(=O)C(Cc1cccs1)NC(=O)CNC(=O)C1CC(O)CN1C(=O)[C@@H]1CCCN1C(=O)[C@H](CCCNC(=N)N)NC(=O)[C@@H](CCCNC(=N)N)NC(=O)[C@H](Cc1ccccc1)NC(=O)[C@H](Cc1ccccc1)NC(=O)[C@@H]1CCCN1C(=O)[C@@H](N)Cc1ccc(O)cc1)C(=O)O. The target protein (P25023) has sequence MDTRSSLCPKTQAVVAVFWGPGCHLSTCIEMFNITTQALGSAHNGTFSEVNCPDTEWWSWLNAIQAPFLWVLFLLAALENIFVLSVFCLHKTNCTVAEIYLGNLAAADLILACGLPFWAITIANNFDWLFGEVLCRVVNTMIYMNLYSSICFLMLVSIDRYLALVKTMSMGRMRGVRWAKLYSLVIWSCTLLLSSPMLVFRTMKDYREEGHNVTACVIVYPSRSWEVFTNMLLNLVGFLLPLSIITFCTVRIMQVLRNNEMKKFKEVQTEKKATVLVLAVLGLFVLCWFPFQISTFLDTLLRLGVLSGCWNERAVDIVTQISSYVAYSNSCLNPLVYVIVGKRFRKKSREVYQAICRKGGCMGESVQMENSMGTLRTSISVDRQIHKLQDWAGNKQ. The pKi is 5.0. (2) The small molecule is CC(=O)O[C@@H]1CC[C@]2(C)[C@H](C[C@@H](OC(C)=O)[C@]3(C)C4=CC(=O)O[C@H](c5ccoc5)[C@@]4(C)CC[C@H]32)C1(C)C. The target protein (Q9NPD5) has sequence MDQHQHLNKTAESASSEKKKTRRCNGFKMFLAALSFSYIAKALGGIIMKISITQIERRFDISSSLAGLIDGSFEIGNLLVIVFVSYFGSKLHRPKLIGIGCLLMGTGSILTSLPHFFMGYYRYSKETHINPSENSTSSLSTCLINQTLSFNGTSPEIVEKDCVKESGSHMWIYVFMGNMLRGIGETPIVPLGISYIDDFAKEGHSSLYLGSLNAIGMIGPVIGFALGSLFAKMYVDIGYVDLSTIRITPKDSRWVGAWWLGFLVSGLFSIISSIPFFFLPKNPNKPQKERKISLSLHVLKTNDDRNQTANLTNQGKNVTKNVTGFFQSLKSILTNPLYVIFLLLTLLQVSSFIGSFTYVFKYMEQQYGQSASHANFLLGIITIPTVATGMFLGGFIIKKFKLSLVGIAKFSFLTSMISFLFQLLYFPLICESKSVAGLTLTYDGNNSVASHVDVPLSYCNSECNCDESQWEPVCGNNGITYLSPCLAGCKSSSGIKKHTV.... The pKi is 6.0. (3) The drug is CSCCC(NC(Cc1ccccc1)NP(=O)([O-])CNC(C)=O)C(=O)O. The target protein (Q5EGZ1) has sequence MSSSCWLLLSLVAVATAQSLIEEKAESFLNKFNQEAEDLSYQSSLASWNYNTNITEENAQKMNEAAAKWSAFYEEQSKIAQNFSLQEIQNATIKRQLKALQQSGSSALSPDKNKQLNTILNTMSTIYSTGKVCNSMNPQECFLLEPGLDEIMATSTDYNRRLWAWEGWRAEVGKQLRPLYEEYVVLKNEMARANNYEDYGDYWRGDYEAEGVEGYNYNRNQLIEDVENTFKEIKPLYEQLHAYVRTKLMEVYPSYISPTGCLPAHLLGDMWGRFWTNLYPLTTPFLQKPNIDVTDAMVNQSWDAERIFKEAEKFFVSVGLPQMTPGFWTNSMLTEPGDDRKVVCHPTAWDLGHGDFRIKMCTKVTMDNFLTAHHEMGHIQYDMAYAKQPFLLRNGANEGFHEAVGEIMSLSAATPKHLKSIGLLPSNFQEDNETEINFLLKQALTIVGTLPFTYMLEKWRWMVFQDKIPREQWTKKWWEMKREIVGVVEPLPHDETYCDP.... The pKi is 5.5. (4) The compound is C1=C(c2ccnnc2)C2CC[C@H](CC1)N2. The target protein (P12392) has sequence MRGTPLLLVSLFSLLQDGDCRLANAEEKLMDDLLNKTRYNNLIRPATSSSQLISIRLELSLSQLISVNEREQIMTTSIWLKQEWTDYRLAWNSSCYEGVNILRIPAKRVWLPDIVLYNNADGTYEVSVYTNVIVRSNGSIQWLPPAIYKSACKIEVKHFPFDQQNCTLKFRSWTYDHTEIDMVLKSPTAIMDDFTPSGEWDIVALPGRRTVNPQDPSYVDVTYDFIIKRKPLFYTINLIIPCVLITSLAILVFYLPSDCGEKMTLCISVLLALTFFLLLISKIVPPTSLDIPLIGKYLLFTMVLVTFSIVTTVCVLNVHHRSPSTHTMASWVKECFLHKLPTFLFMKRPGLEVSLVRVPHPSQLHLATADTAATSALGPTSPSNLYGSSMYFVNPVPAAPKSAVSSHTAGLPRDARLRSSGRFREDLQEALEGVSFIAQHLESDDRDQSVIEDWKFVAMVVDRLFLWVFVFVCILGTMGLFLPPLFQIHAPSKDS. The pKi is 8.6. (5) The compound is CC1NC(CO)[C@@H](O)[C@@H](O)[C@@H]1O. The target protein (Q9BTY2) has sequence MRPQELPRLAFPLLLLLLLLLPPPPCPAHSATRFDPTWESLDARQLPAWFDQAKFGIFIHWGVFSVPSFGSEWFWWYWQKEKIPKYVEFMKDNYPPSFKYEDFGPLFTAKFFNANQWADIFQASGAKYIVLTSKHHEGFTLWGSEYSWNWNAIDEGPKRDIVKELEVAIRNRTDLRFGLYYSLFEWFHPLFLEDESSSFHKRQFPVSKTLPELYELVNNYQPEVLWSDGDGGAPDQYWNSTGFLAWLYNESPVRGTVVTNDRWGAGSICKHGGFYTCSDRYNPGHLLPHKWENCMTIDKLSWGYRREAGISDYLTIEELVKQLVETVSCGGNLLMNIGPTLDGTISVVFEERLRQMGSWLKVNGEAIYETHTWRSQNDTVTPDVWYTSKPKEKLVYAIFLKWPTSGQLFLGHPKAILGATEVKLLGHGQPLNWISLEQNGIMVELPQLTIHQMPCKWGWALALTNVI. The pKi is 8.0. (6) The small molecule is O=C(CCc1ccccc1)c1ccccc1O. The target protein (Q9HAS3) has sequence MELRSTAAPRAEGYSNVGFQNEENFLENENTSGNNSIRSRAVQSREHTNTKQDEEQVTVEQDSPRNREHMEDDDEEMQQKGCLERRYDTVCGFCRKHKTTLRHIIWGILLAGYLVMVISACVLNFHRALPLFVITVAAIFFVVWDHLMAKYEHRIDEMLSPGRRLLNSHWFWLKWVIWSSLVLAVIFWLAFDTAKLGQQQLVSFGGLIMYIVLLFLFSKYPTRVYWRPVLWGIGLQFLLGLLILRTDPGFIAFDWLGRQVQTFLEYTDAGASFVFGEKYKDHFFAFKVLPIVVFFSTVMSMLYYLGLMQWIIRKVGWIMLVTTGSSPIESVVASGNIFVGQTESPLLVRPYLPYITKSELHAIMTAGFSTIAGSVLGAYISFGVPSSHLLTASVMSAPASLAAAKLFWPETEKPKITLKNAMKMESGDSGNLLEAATQGASSSISLVANIAVNLIAFLALLSFMNSALSWFGNMFDYPQLSFELICSYIFMPFSFMMGVE.... The pKi is 4.0. (7) The small molecule is CC(N)Cc1ccccc1. The target is MLLARMKPQVQPELGGADQ. The pKi is 7.2.